This data is from Catalyst prediction with 721,799 reactions and 888 catalyst types from USPTO. The task is: Predict which catalyst facilitates the given reaction. (1) Reactant: C[O:2][C:3](=[O:21])[CH2:4][CH2:5][N:6]1[C:11]2[CH:12]=[CH:13][CH:14]=[C:15]([CH3:16])[C:10]=2[O:9][CH:8]([CH:17]([CH3:19])[CH3:18])[C:7]1=[O:20].[OH-].[Na+]. Product: [CH:17]([CH:8]1[C:7](=[O:20])[N:6]([CH2:5][CH2:4][C:3]([OH:21])=[O:2])[C:11]2[CH:12]=[CH:13][CH:14]=[C:15]([CH3:16])[C:10]=2[O:9]1)([CH3:19])[CH3:18]. The catalyst class is: 5. (2) Reactant: [CH3:1][O:2][C:3]([C:5]1([C:10]#[N:11])[CH2:9][CH2:8][CH2:7][CH2:6]1)=[O:4]. Product: [CH3:1][O:2][C:3]([C:5]1([CH2:10][NH2:11])[CH2:6][CH2:7][CH2:8][CH2:9]1)=[O:4]. The catalyst class is: 15. (3) Reactant: [C:1]([C:3]1[C:11]2[C:6](=[C:7]([C:12]([N:14]3[CH2:19][CH2:18][N:17]([CH2:20][CH2:21][C:22]4[CH:27]=[CH:26][C:25]([F:28])=[CH:24][CH:23]=4)[CH2:16][CH2:15]3)=[O:13])[CH:8]=[CH:9][CH:10]=2)[NH:5][CH:4]=1)#[N:2].[P:29](=[O:33])([OH:32])([OH:31])[OH:30]. Product: [OH2:13].[P:29]([OH:33])([OH:32])([OH:31])=[O:30].[C:1]([C:3]1[C:11]2[C:6](=[C:7]([C:12]([N:14]3[CH2:15][CH2:16][N:17]([CH2:20][CH2:21][C:22]4[CH:23]=[CH:24][C:25]([F:28])=[CH:26][CH:27]=4)[CH2:18][CH2:19]3)=[O:13])[CH:8]=[CH:9][CH:10]=2)[NH:5][CH:4]=1)#[N:2]. The catalyst class is: 8.